Predict the reactants needed to synthesize the given product. From a dataset of Full USPTO retrosynthesis dataset with 1.9M reactions from patents (1976-2016). Given the product [O:7]=[C:6]1[C@@H:5]([NH:19][C:20](=[O:26])[O:21][C:22]([CH3:25])([CH3:24])[CH3:23])[CH2:4][CH2:3][N:8]1[C:9]1[CH:10]=[C:11]2[C:15](=[CH:16][CH:17]=1)[C:14](=[O:18])[CH2:13][CH2:12]2, predict the reactants needed to synthesize it. The reactants are: CS[CH2:3][CH2:4][C@H:5]([NH:19][C:20](=[O:26])[O:21][C:22]([CH3:25])([CH3:24])[CH3:23])[C:6]([NH:8][C:9]1[CH:10]=[C:11]2[C:15](=[CH:16][CH:17]=1)[C:14](=[O:18])[CH2:13][CH2:12]2)=[O:7].IC.C(=O)([O-])[O-].[Cs+].[Cs+].